From a dataset of Full USPTO retrosynthesis dataset with 1.9M reactions from patents (1976-2016). Predict the reactants needed to synthesize the given product. (1) Given the product [N+:7]([C:10]1[CH:11]=[CH:12][C:13]([C:14]([N:1]2[CH2:6][CH2:5][CH2:4][CH2:3][CH2:2]2)=[O:15])=[CH:17][CH:18]=1)([O-:9])=[O:8], predict the reactants needed to synthesize it. The reactants are: [NH:1]1[CH2:6][CH2:5][CH2:4][CH2:3][CH2:2]1.[N+:7]([C:10]1[CH:18]=[CH:17][C:13]([C:14](Cl)=[O:15])=[CH:12][CH:11]=1)([O-:9])=[O:8]. (2) The reactants are: [I:1][C:2]1[CH:10]=[CH:9][C:8]([N+:11]([O-:13])=[O:12])=[CH:7][C:3]=1[C:4](O)=[O:5].C(Cl)(=O)C([Cl:17])=O. Given the product [I:1][C:2]1[CH:10]=[CH:9][C:8]([N+:11]([O-:13])=[O:12])=[CH:7][C:3]=1[C:4]([Cl:17])=[O:5], predict the reactants needed to synthesize it. (3) Given the product [Cl:1][C:2]1[CH:3]=[N:4][C:5]([NH:11][CH2:12][CH2:13][CH2:14][O:15][CH2:16][CH3:17])=[C:6]([CH:10]=1)[C:7]([NH:23][C:19]([CH3:20])([C:21]#[CH:22])[CH3:18])=[O:9], predict the reactants needed to synthesize it. The reactants are: [Cl:1][C:2]1[CH:3]=[N:4][C:5]([NH:11][CH2:12][CH2:13][CH2:14][O:15][CH2:16][CH3:17])=[C:6]([CH:10]=1)[C:7]([OH:9])=O.[CH3:18][C:19]([NH2:23])([C:21]#[CH:22])[CH3:20].C1C=CC2N(O)N=NC=2C=1.CCN=C=NCCCN(C)C.CCN(C(C)C)C(C)C. (4) Given the product [ClH:1].[ClH:38].[ClH:1].[Cl:1][C:2]1[N:3]=[C:4]2[C:10]3[CH:11]=[CH:12][CH:13]=[CH:14][C:9]=3[NH:8][C:7]3[N:15]=[CH:16][CH:17]=[CH:18][C:6]=3[N:5]2[C:19]=1[C:20]1[CH:21]=[CH:22][C:23]([C:26]2([NH2:30])[CH2:29][CH2:28][CH2:27]2)=[CH:24][CH:25]=1, predict the reactants needed to synthesize it. The reactants are: [Cl:1][C:2]1[N:3]=[C:4]2[C:10]3[CH:11]=[CH:12][CH:13]=[CH:14][C:9]=3[NH:8][C:7]3[N:15]=[CH:16][CH:17]=[CH:18][C:6]=3[N:5]2[C:19]=1[C:20]1[CH:25]=[CH:24][C:23]([C:26]2([NH:30]C(=O)OC(C)(C)C)[CH2:29][CH2:28][CH2:27]2)=[CH:22][CH:21]=1.[ClH:38].O1CCOCC1. (5) Given the product [CH3:1][O:2][CH:3]1[CH2:6][N:5]([C:7]([C:9]2[CH:10]=[C:11]3[C:16](=[CH:17][CH:18]=2)[CH:15]=[N+:14]([O-:36])[CH:13]=[C:12]3[C:19]2[CH:20]=[CH:21][C:22]([C:25]3[CH:26]=[N:27][N:28]([CH3:30])[CH:29]=3)=[CH:23][CH:24]=2)=[O:8])[CH2:4]1, predict the reactants needed to synthesize it. The reactants are: [CH3:1][O:2][CH:3]1[CH2:6][N:5]([C:7]([C:9]2[CH:10]=[C:11]3[C:16](=[CH:17][CH:18]=2)[CH:15]=[N:14][CH:13]=[C:12]3[C:19]2[CH:24]=[CH:23][C:22]([C:25]3[CH:26]=[N:27][N:28]([CH3:30])[CH:29]=3)=[CH:21][CH:20]=2)=[O:8])[CH2:4]1.ClC1C=C(C=CC=1)C(OO)=[O:36].[OH-].[Na+]. (6) Given the product [C:1]([C:5]1[N:10]=[C:9]([O:11][C:12]2[C:17]([CH3:18])=[CH:16][C:15]([CH3:19])=[CH:14][C:13]=2[CH3:20])[C:8]([C:21]([NH:36][S:33]([C:28]2[CH:29]=[CH:30][CH:31]=[CH:32][C:27]=2[N+:24]([O-:26])=[O:25])(=[O:35])=[O:34])=[O:23])=[CH:7][CH:6]=1)([CH3:2])([CH3:3])[CH3:4], predict the reactants needed to synthesize it. The reactants are: [C:1]([C:5]1[N:10]=[C:9]([O:11][C:12]2[C:17]([CH3:18])=[CH:16][C:15]([CH3:19])=[CH:14][C:13]=2[CH3:20])[C:8]([C:21]([OH:23])=O)=[CH:7][CH:6]=1)([CH3:4])([CH3:3])[CH3:2].[N+:24]([C:27]1[CH:32]=[CH:31][CH:30]=[CH:29][C:28]=1[S:33]([NH2:36])(=[O:35])=[O:34])([O-:26])=[O:25].CN(C(ON1N=NC2C=CC=NC1=2)=[N+](C)C)C.F[P-](F)(F)(F)(F)F.C(N(C(C)C)C(C)C)C. (7) The reactants are: [Br:1][C:2]1[C:11]([CH2:12][OH:13])=[C:10]2[C:5]([NH:6][C:7]([CH3:16])([CH3:15])[C:8](=[O:14])[NH:9]2)=[CH:4][CH:3]=1.CI.[C:19](=O)([O-])[O-].[Cs+].[Cs+].C(OCC)(=O)C. Given the product [Br:1][C:2]1[C:11]([CH2:12][OH:13])=[C:10]2[C:5]([NH:6][C:7]([CH3:16])([CH3:15])[C:8](=[O:14])[N:9]2[CH3:19])=[CH:4][CH:3]=1, predict the reactants needed to synthesize it.